This data is from Full USPTO retrosynthesis dataset with 1.9M reactions from patents (1976-2016). The task is: Predict the reactants needed to synthesize the given product. (1) Given the product [Cl:33][C:29]1[CH:28]=[C:27]2[NH:26][C:25](=[O:34])[C@:17]3([C@@H:16]([C:35]4[CH:40]=[CH:39][CH:38]=[C:37]([Cl:41])[C:36]=4[F:42])[C@H:15]([C:13]([NH:12][C:9]4[CH:10]=[CH:11][C:6]([O:5][CH2:4][C:3]([OH:43])=[O:2])=[CH:7][CH:8]=4)=[O:14])[NH:19][C@H:18]3[CH2:20][C:21]([CH3:23])([CH3:22])[CH3:24])[C:32]2=[CH:31][CH:30]=1, predict the reactants needed to synthesize it. The reactants are: C[O:2][C:3](=[O:43])[CH2:4][O:5][C:6]1[CH:11]=[CH:10][C:9]([NH:12][C:13]([C@@H:15]2[NH:19][C@@H:18]([CH2:20][C:21]([CH3:24])([CH3:23])[CH3:22])[C@:17]3([C:32]4[C:27](=[CH:28][C:29]([Cl:33])=[CH:30][CH:31]=4)[NH:26][C:25]3=[O:34])[C@H:16]2[C:35]2[CH:40]=[CH:39][CH:38]=[C:37]([Cl:41])[C:36]=2[F:42])=[O:14])=[CH:8][CH:7]=1.Cl. (2) Given the product [F:15][C:16]([F:25])([F:26])[C:17]1[CH:22]=[CH:21][CH:20]=[CH:19][C:18]=1[CH2:23][NH:24][C:12]([C:10]1[S:11][C:7]([C:4]2[CH:3]=[CH:2][N:1]=[CH:6][CH:5]=2)=[CH:8][CH:9]=1)=[O:14], predict the reactants needed to synthesize it. The reactants are: [N:1]1[CH:6]=[CH:5][C:4]([C:7]2[S:11][C:10]([C:12]([OH:14])=O)=[CH:9][CH:8]=2)=[CH:3][CH:2]=1.[F:15][C:16]([F:26])([F:25])[C:17]1[CH:22]=[CH:21][CH:20]=[CH:19][C:18]=1[CH2:23][NH2:24].